Dataset: Catalyst prediction with 721,799 reactions and 888 catalyst types from USPTO. Task: Predict which catalyst facilitates the given reaction. (1) Product: [F:36][C:37]([F:42])([F:41])[C:38]([OH:40])=[O:39].[CH:1]1([CH2:7][CH2:8][CH2:9][C@@H:10]([C:19]2[O:23][N:22]=[C:21]([C:24]([N:26]3[CH2:35][CH2:34][C:33]4[N:32]=[CH:31][CH:30]=[CH:29][C:28]=4[CH2:27]3)=[O:25])[N:20]=2)[CH2:11][C:12]([OH:14])=[O:13])[CH2:2][CH2:3][CH2:4][CH2:5][CH2:6]1. The catalyst class is: 4. Reactant: [CH:1]1([CH2:7][CH2:8][CH2:9][C@@H:10]([C:19]2[O:23][N:22]=[C:21]([C:24]([N:26]3[CH2:35][CH2:34][C:33]4[N:32]=[CH:31][CH:30]=[CH:29][C:28]=4[CH2:27]3)=[O:25])[N:20]=2)[CH2:11][C:12]([O:14]C(C)(C)C)=[O:13])[CH2:6][CH2:5][CH2:4][CH2:3][CH2:2]1.[F:36][C:37]([F:42])([F:41])[C:38]([OH:40])=[O:39]. (2) Reactant: [NH2:1][C:2]1[O:6][N:5]=[C:4]([C:7]2[CH:12]=[CH:11][CH:10]=[CH:9][C:8]=2[C:13]([F:16])([F:15])[F:14])[C:3]=1[C:17]([O-:19])=[O:18].[OH-].[Na+]. Product: [NH2:1][C:2]1[O:6][N:5]=[C:4]([C:7]2[CH:12]=[CH:11][CH:10]=[CH:9][C:8]=2[C:13]([F:16])([F:15])[F:14])[C:3]=1[C:17]([OH:19])=[O:18]. The catalyst class is: 5. (3) Reactant: C[O:2][C:3](=[O:31])[C:4]([CH3:30])([CH3:29])[CH2:5][NH:6][C:7]([C:9]1[N:10]=[C:11]([C:27]#[N:28])[C:12]2[C:17]([C:18]=1[OH:19])=[CH:16][CH:15]=[C:14]([S:20][C:21]1[CH:26]=[CH:25][CH:24]=[CH:23][CH:22]=1)[CH:13]=2)=[O:8].[OH-].[Na+].Cl. Product: [C:27]([C:11]1[C:12]2[C:17](=[CH:16][CH:15]=[C:14]([S:20][C:21]3[CH:22]=[CH:23][CH:24]=[CH:25][CH:26]=3)[CH:13]=2)[C:18]([OH:19])=[C:9]([C:7]([NH:6][CH2:5][C:4]([CH3:30])([CH3:29])[C:3]([OH:31])=[O:2])=[O:8])[N:10]=1)#[N:28]. The catalyst class is: 5. (4) Reactant: C(O[C:6]([NH:8][C@@H:9]([CH2:25][C:26]1[CH:31]=[CH:30][CH:29]=[CH:28][CH:27]=1)[C@H:10]([OH:24])[CH2:11][NH:12][CH2:13][C:14]1[CH:15]=[C:16]([CH:21]=[CH:22][CH:23]=1)[C:17]([O:19][CH3:20])=[O:18])=[O:7])(C)(C)C.C(O)(C(F)(F)F)=O.[CH3:39][N:40]([C:45]1[CH:46]=[C:47]([CH:51]=[C:52]([C:54](=[O:64])[NH:55][C@@H:56](C2C=CC=CC=2)[CH3:57])[CH:53]=1)C(O)=O)[S:41]([CH3:44])(=[O:43])=[O:42].C(Cl)CCl.[CH:69]1[CH:70]=[CH:71][C:72]2N(O)N=N[C:73]=2[CH:74]=1. Product: [OH:24][C@@H:10]([C@@H:9]([NH:8][C:6](=[O:7])[C:47]1[CH:51]=[C:52]([C:54](=[O:64])[NH:55][C@@H:56]([C:69]2[CH:70]=[CH:71][CH:72]=[CH:73][CH:74]=2)[CH3:57])[CH:53]=[C:45]([N:40]([CH3:39])[S:41]([CH3:44])(=[O:43])=[O:42])[CH:46]=1)[CH2:25][C:26]1[CH:31]=[CH:30][CH:29]=[CH:28][CH:27]=1)[CH2:11][NH:12][CH2:13][C:14]1[CH:15]=[C:16]([CH:21]=[CH:22][CH:23]=1)[C:17]([O:19][CH3:20])=[O:18]. The catalyst class is: 2. (5) Reactant: CO[C:3](=[O:14])[C:4]1[C:9]([Cl:10])=[CH:8][C:7]([Br:11])=[CH:6][C:5]=1[CH2:12]Br.[F:15][C:16]([F:28])([F:27])[O:17][C:18]1[CH:23]=[CH:22][C:21]([CH:24]([NH2:26])[CH3:25])=[CH:20][CH:19]=1.C([O-])([O-])=O.[K+].[K+].C(OCC)(=O)C. Product: [Br:11][C:7]1[CH:6]=[C:5]2[C:4](=[C:9]([Cl:10])[CH:8]=1)[C:3](=[O:14])[N:26]([CH:24]([C:21]1[CH:20]=[CH:19][C:18]([O:17][C:16]([F:15])([F:27])[F:28])=[CH:23][CH:22]=1)[CH3:25])[CH2:12]2. The catalyst class is: 345. (6) Product: [OH:18][CH2:15][C:16]([NH:14][CH:11]1[CH2:12][CH2:13][N:8]([CH2:7][C:1]2[CH:2]=[CH:3][CH:4]=[CH:5][CH:6]=2)[CH2:9][CH2:10]1)=[O:17]. The catalyst class is: 726. Reactant: [C:1]1([CH2:7][N:8]2[CH2:13][CH2:12][CH:11]([NH2:14])[CH2:10][CH2:9]2)[CH:6]=[CH:5][CH:4]=[CH:3][CH:2]=1.[C:15](O)(=[O:18])[CH2:16][OH:17].OC1C2N=NNC=2C=CC=1. (7) Product: [N:27]1[C:28]2[C:33](=[CH:32][CH:31]=[CH:30][CH:29]=2)[CH:34]=[CH:35][C:26]=1[N:20]1[CH2:25][CH2:24][N:23]([CH2:2][CH2:3][CH2:4][CH2:5][C:6]([NH:8][C:9]2[CH2:14][CH2:13][CH2:12][CH2:11][C:10]=2[C:15]([O:17][CH2:18][CH3:19])=[O:16])=[O:7])[CH2:22][CH2:21]1. The catalyst class is: 11. Reactant: Br[CH2:2][CH2:3][CH2:4][CH2:5][C:6]([NH:8][C:9]1[CH2:14][CH2:13][CH2:12][CH2:11][C:10]=1[C:15]([O:17][CH2:18][CH3:19])=[O:16])=[O:7].[N:20]1([C:26]2[CH:35]=[CH:34][C:33]3[C:28](=[CH:29][CH:30]=[CH:31][CH:32]=3)[N:27]=2)[CH2:25][CH2:24][NH:23][CH2:22][CH2:21]1.C(N(CC)CC)C.